From a dataset of Retrosynthesis with 50K atom-mapped reactions and 10 reaction types from USPTO. Predict the reactants needed to synthesize the given product. (1) Given the product CN(C[C@H](O)[C@@H](O)[C@H](O)[C@H](O)CO)C(=O)c1cc([N+](=O)[O-])cc([N+](=O)[O-])c1, predict the reactants needed to synthesize it. The reactants are: CNC[C@H](O)[C@@H](O)[C@H](O)[C@H](O)CO.O=C(Cl)c1cc([N+](=O)[O-])cc([N+](=O)[O-])c1. (2) Given the product CC(C)(C)CCc1cnc2c(c1)[C@]1(COC(N)=N1)c1cc(-c3cccnc3)ccc1O2, predict the reactants needed to synthesize it. The reactants are: CC(C)(C)C#Cc1cnc2c(c1)[C@]1(COC(N)=N1)c1cc(-c3cccnc3)ccc1O2.